From a dataset of Full USPTO retrosynthesis dataset with 1.9M reactions from patents (1976-2016). Predict the reactants needed to synthesize the given product. Given the product [CH2:1]([O:8][CH2:9][CH:10]([OH:11])[CH2:14][OH:13])[C:2]1[CH:7]=[CH:6][CH:5]=[CH:4][CH:3]=1, predict the reactants needed to synthesize it. The reactants are: [CH2:1]([O:8][CH2:9][CH:10]1[CH2:14][O:13]C(C)(C)[O:11]1)[C:2]1[CH:7]=[CH:6][CH:5]=[CH:4][CH:3]=1.P(=O)(O)(O)O.[OH-].[Na+].C([O-])([O-])=O.[OH-].[OH-].[OH-].[OH-].[OH-].[OH-].[OH-].[Mg+2].[Al+3].